From a dataset of Full USPTO retrosynthesis dataset with 1.9M reactions from patents (1976-2016). Predict the reactants needed to synthesize the given product. (1) Given the product [CH3:1][N:2]([CH3:6])[CH2:3][CH2:4][O:5][C:8]1[N:9]=[C:10]([OH:24])[C:11]2[CH:17]=[CH:16][N:15]=[C:14]([C:18]3[N:19]=[CH:20][N:21]([CH3:23])[CH:22]=3)[C:12]=2[N:13]=1, predict the reactants needed to synthesize it. The reactants are: [CH3:1][N:2]([CH3:6])[CH2:3][CH2:4][OH:5].Cl[C:8]1[N:9]=[C:10]([OH:24])[C:11]2[CH:17]=[CH:16][N:15]=[C:14]([C:18]3[N:19]=[CH:20][N:21]([CH3:23])[CH:22]=3)[C:12]=2[N:13]=1. (2) Given the product [C:30]([O:29][C:27]([NH:26][CH:18]([CH2:19][C:20]1[CH:21]=[CH:22][CH:23]=[CH:24][CH:25]=1)[CH2:17][NH:16][C:13]([CH:10]1[CH2:11][CH2:12][N:7]([C:4]2[CH:5]=[CH:6][N:1]=[CH:2][CH:3]=2)[CH2:8][CH2:9]1)=[O:14])=[O:28])([CH3:33])([CH3:31])[CH3:32], predict the reactants needed to synthesize it. The reactants are: [N:1]1[CH:6]=[CH:5][C:4]([N:7]2[CH2:12][CH2:11][CH:10]([C:13](Cl)=[O:14])[CH2:9][CH2:8]2)=[CH:3][CH:2]=1.[NH2:16][CH2:17][CH:18]([NH:26][C:27]([O:29][C:30]([CH3:33])([CH3:32])[CH3:31])=[O:28])[CH2:19][C:20]1[CH:25]=[CH:24][CH:23]=[CH:22][CH:21]=1.